Task: Predict the reaction yield, written as a fraction of the theoretical maximum amount of product (1.0 means a 100% yield; for example, 0.34 means a 34% yield).. Dataset: Reaction yield outcomes from USPTO patents with 853,638 reactions (1) The reactants are [C:1]([C:4]1[CH:25]=[CH:24][C:7]2[NH:8][C:9](=[C:11]([C:14]3[N:19]=[C:18]([C:20]([F:23])([F:22])[F:21])[CH:17]=[CH:16][N:15]=3)[C:12]#[N:13])[S:10][C:6]=2[CH:5]=1)([OH:3])=[O:2].[OH2:26]. The catalyst is S(=O)(=O)(O)O. The product is [C:1]([C:4]1[CH:25]=[CH:24][C:7]2[NH:8][C:9](=[C:11]([C:14]3[N:19]=[C:18]([C:20]([F:23])([F:21])[F:22])[CH:17]=[CH:16][N:15]=3)[C:12]([NH2:13])=[O:26])[S:10][C:6]=2[CH:5]=1)([OH:3])=[O:2]. The yield is 0.900. (2) The reactants are [Cl:1][C:2]1[N:7]=[CH:6][N:5]=[C:4]([O:8][C:9]2[CH:14]=[CH:13][C:12]([NH:15][C:16]([NH:18][C:19]3[CH:24]=[CH:23][CH:22]=[CH:21][CH:20]=3)=[O:17])=[CH:11][CH:10]=2)[CH:3]=1.[CH3:25][O:26][C:27]1[CH:28]=[C:29]([CH:31]=[C:32]([O:36][CH3:37])[C:33]=1[O:34][CH3:35])[NH2:30].C(OCC)(=O)C.O. The catalyst is CN1CCCC1=O.CCCCCC. The product is [ClH:1].[C:19]1([NH:18][C:16]([NH:15][C:12]2[CH:13]=[CH:14][C:9]([O:8][C:4]3[CH:3]=[C:2]([NH:30][C:29]4[CH:31]=[C:32]([O:36][CH3:37])[C:33]([O:34][CH3:35])=[C:27]([O:26][CH3:25])[CH:28]=4)[N:7]=[CH:6][N:5]=3)=[CH:10][CH:11]=2)=[O:17])[CH:24]=[CH:23][CH:22]=[CH:21][CH:20]=1. The yield is 0.480. (3) The reactants are C([O:3][C:4](=[O:41])[CH:5]([C:16]1[CH:21]=[CH:20][C:19](/[CH:22]=[CH:23]/[C:24](=[O:40])[NH:25][C:26]2[CH:31]=[CH:30][CH:29]=[CH:28][C:27]=2[NH:32][C:33]([O:35][C:36]([CH3:39])([CH3:38])[CH3:37])=[O:34])=[CH:18][CH:17]=1)[CH2:6][CH2:7][O:8][Si:9]([C:12]([CH3:15])([CH3:14])[CH3:13])([CH3:11])[CH3:10])C.O[Li].O. The catalyst is CO.O. The product is [C:36]([O:35][C:33]([NH:32][C:27]1[CH:28]=[CH:29][CH:30]=[CH:31][C:26]=1[NH:25][C:24](/[CH:23]=[CH:22]/[C:19]1[CH:18]=[CH:17][C:16]([CH:5]([CH2:6][CH2:7][O:8][Si:9]([C:12]([CH3:15])([CH3:14])[CH3:13])([CH3:11])[CH3:10])[C:4]([OH:41])=[O:3])=[CH:21][CH:20]=1)=[O:40])=[O:34])([CH3:38])([CH3:37])[CH3:39]. The yield is 0.800. (4) The reactants are [F:1][C:2]1[CH:7]=[CH:6][C:5]([N+:8]([O-])=O)=[CH:4][C:3]=1[C:11]1[CH:16]=[CH:15][N:14]=[CH:13][CH:12]=1. The catalyst is C(O)C.C(OCC)(=O)C.[Pt](=O)=O. The product is [F:1][C:2]1[CH:7]=[CH:6][C:5]([NH2:8])=[CH:4][C:3]=1[C:11]1[CH:12]=[CH:13][N:14]=[CH:15][CH:16]=1. The yield is 1.00. (5) The reactants are [OH:1][CH2:2][C:3]1([C:8]#[N:9])[CH2:7][CH2:6][CH2:5][CH2:4]1.[H-].[Na+].[CH2:12](Br)[C:13]1[CH:18]=[CH:17][CH:16]=[CH:15][CH:14]=1.O. The catalyst is CN(C=O)C.[Cl-].[Na+].O. The product is [CH2:12]([O:1][CH2:2][C:3]1([C:8]#[N:9])[CH2:7][CH2:6][CH2:5][CH2:4]1)[C:13]1[CH:18]=[CH:17][CH:16]=[CH:15][CH:14]=1. The yield is 0.640.